Predict the product of the given reaction. From a dataset of Forward reaction prediction with 1.9M reactions from USPTO patents (1976-2016). (1) Given the reactants [OH:1][C:2]([CH3:9])(C)[C:3]([O:5][CH2:6][CH3:7])=[O:4].CS([C:14]1[CH:19]=[CH:18][C:17]([S:20]([CH3:23])(=[O:22])=[O:21])=[CH:16][N:15]=1)(=O)=O.[H-].[Na+], predict the reaction product. The product is: [CH3:23][S:20]([C:17]1[CH:18]=[CH:19][C:14]([O:1][CH:2]([CH3:9])[C:3]([O:5][CH2:6][CH3:7])=[O:4])=[N:15][CH:16]=1)(=[O:22])=[O:21].[CH2:6]([O:5][C:3]1[CH:2]=[CH:9][C:17]([S:20]([CH3:23])(=[O:22])=[O:21])=[CH:16][N:15]=1)[CH3:7]. (2) Given the reactants O[CH2:2][C:3]#[C:4][C:5]1[CH:10]=[CH:9][N:8]=[CH:7][C:6]=1[NH:11][C:12](=[O:18])[O:13][C:14]([CH3:17])([CH3:16])[CH3:15].CS(Cl)(=O)=O.[NH:24]1[CH2:28][CH2:27][CH2:26][CH2:25]1.[Cl-].[Na+], predict the reaction product. The product is: [N:24]1([CH2:2][C:3]#[C:4][C:5]2[CH:10]=[CH:9][N:8]=[CH:7][C:6]=2[NH:11][C:12](=[O:18])[O:13][C:14]([CH3:17])([CH3:16])[CH3:15])[CH2:28][CH2:27][CH2:26][CH2:25]1.